This data is from Full USPTO retrosynthesis dataset with 1.9M reactions from patents (1976-2016). The task is: Predict the reactants needed to synthesize the given product. Given the product [Cl:1][C:2]1[C:10]2[N:9]=[C:8]3[N:11]([C:15]4[CH:20]=[CH:19][C:18]([O:21][CH3:22])=[CH:17][C:16]=4[Cl:23])[CH2:12][CH2:13][CH2:14][N:7]3[C:6]=2[C:5]([CH2:24][OH:25])=[CH:4][CH:3]=1, predict the reactants needed to synthesize it. The reactants are: [Cl:1][C:2]1[CH:3]=[CH:4][C:5]([C:24](OC)=[O:25])=[C:6]2[C:10]=1[N:9]=[C:8]1[N:11]([C:15]3[CH:20]=[CH:19][C:18]([O:21][CH3:22])=[CH:17][C:16]=3[Cl:23])[CH2:12][CH2:13][CH2:14][N:7]21.[BH4-].[Li+].[Li].